Dataset: Full USPTO retrosynthesis dataset with 1.9M reactions from patents (1976-2016). Task: Predict the reactants needed to synthesize the given product. Given the product [ClH:11].[NH2:1][C@@H:2]([CH2:6][OH:7])[C:3]([O:5][CH2:8][CH3:9])=[O:4], predict the reactants needed to synthesize it. The reactants are: [NH2:1][C@@H:2]([CH2:6][OH:7])[C:3]([O-:5])=[O:4].[C:8]([Cl:11])(=O)[CH3:9].